From a dataset of Full USPTO retrosynthesis dataset with 1.9M reactions from patents (1976-2016). Predict the reactants needed to synthesize the given product. Given the product [Br:24][CH2:25][C:26]([N:5]1[C:6]2[C:11](=[CH:10][C:9]([O:12][CH3:13])=[C:8]([N+:14]([O-:16])=[O:15])[CH:7]=2)[C:2]([CH3:17])([CH3:1])[CH2:3][CH2:4]1)=[O:27], predict the reactants needed to synthesize it. The reactants are: [CH3:1][C:2]1([CH3:17])[C:11]2[C:6](=[CH:7][C:8]([N+:14]([O-:16])=[O:15])=[C:9]([O:12][CH3:13])[CH:10]=2)[NH:5][CH2:4][CH2:3]1.C(=O)([O-])[O-].[K+].[K+].[Br:24][CH2:25][C:26](Cl)=[O:27].